From a dataset of Reaction yield outcomes from USPTO patents with 853,638 reactions. Predict the reaction yield, written as a fraction of the theoretical maximum amount of product (1.0 means a 100% yield; for example, 0.34 means a 34% yield). (1) The reactants are [Br:1][C:2]1[C:7]([CH3:8])=[CH:6][C:5]([OH:9])=[CH:4][C:3]=1[CH3:10].[C:11](=O)([O-])[O-].[K+].[K+].CI. The catalyst is CC(C)=O. The product is [Br:1][C:2]1[C:7]([CH3:8])=[CH:6][C:5]([O:9][CH3:11])=[CH:4][C:3]=1[CH3:10]. The yield is 0.990. (2) The reactants are [C:1]([OH:8])(=[O:7])[CH2:2][CH2:3][CH2:4][CH:5]=[CH2:6].C(O)/C=C\[CH2:12][OH:13]. The catalyst is O1CCCC1. The product is [OH:13][CH2:12][CH:6]=[CH:5][CH2:4][CH2:3][CH2:2][C:1]([OH:8])=[O:7]. The yield is 0.700. (3) The reactants are [CH2:1]([C:5]1[CH:10]=[CH:9][C:8]([NH:11][CH3:12])=[CH:7][CH:6]=1)[CH2:2][CH2:3][CH3:4].[C:13]([O:17][C:18](=[O:21])[CH2:19]Br)([CH3:16])([CH3:15])[CH3:14].[OH-].[Na+].Cl. The catalyst is S([O-])(O)(=O)=O.C([N+](CCCC)(CCCC)CCCC)CCC.C1(C)C=CC=CC=1. The product is [C:13]([O:17][C:18](=[O:21])[CH2:19][N:11]([C:8]1[CH:9]=[CH:10][C:5]([CH2:1][CH2:2][CH2:3][CH3:4])=[CH:6][CH:7]=1)[CH3:12])([CH3:16])([CH3:15])[CH3:14]. The yield is 0.440. (4) The reactants are [C:1]([C:5]1[CH:10]=[CH:9][C:8]([S:11](Cl)(=[O:13])=[O:12])=[CH:7][CH:6]=1)([CH3:4])([CH3:3])[CH3:2].[F:15][C:16]([C:19]1[CH:23]=[C:22]([NH2:24])[N:21]([C:25]2[CH:34]=[CH:33][CH:32]=[C:31]3[C:26]=2[CH:27]=[CH:28][CH:29]=[N:30]3)[N:20]=1)([F:18])[CH3:17].[OH-].[Li+].[OH-].[Na+].Cl. The catalyst is CN(C1C=CN=CC=1)C.N1C=CC=CC=1. The product is [C:1]([C:5]1[CH:10]=[CH:9][C:8]([S:11]([NH:24][C:22]2[N:21]([C:25]3[CH:34]=[CH:33][CH:32]=[C:31]4[C:26]=3[CH:27]=[CH:28][CH:29]=[N:30]4)[N:20]=[C:19]([C:16]([F:18])([F:15])[CH3:17])[CH:23]=2)(=[O:13])=[O:12])=[CH:7][CH:6]=1)([CH3:4])([CH3:3])[CH3:2]. The yield is 0.530. (5) The reactants are [CH:1]1([CH:7]([C:9]2[CH:13]=[C:12]([C:14]3[CH:19]=[CH:18][CH:17]=[CH:16][CH:15]=3)[S:11][C:10]=2[CH3:20])O)[CH2:6][CH2:5][CH2:4][CH2:3][CH2:2]1.[NH2:21][C:22]1[CH:23]=[CH:24][C:25]([C:28]([O:30]C)=[O:29])=[N:26][CH:27]=1.[I-].[Na+].C(=O)([O-])[O-].[Na+].[Na+].[Cl-].[NH4+].[OH-].[Na+]. The catalyst is C(O)C.O1CCCC1.CN(C)C=O. The product is [CH:1]1([CH:7]([NH:21][C:22]2[CH:23]=[CH:24][C:25]([C:28]([OH:30])=[O:29])=[N:26][CH:27]=2)[C:9]2[CH:13]=[C:12]([C:14]3[CH:19]=[CH:18][CH:17]=[CH:16][CH:15]=3)[S:11][C:10]=2[CH3:20])[CH2:6][CH2:5][CH2:4][CH2:3][CH2:2]1. The yield is 0.290.